From a dataset of Full USPTO retrosynthesis dataset with 1.9M reactions from patents (1976-2016). Predict the reactants needed to synthesize the given product. (1) Given the product [CH3:1][CH:2]([C:3]([NH:26][C:27]1[CH:32]=[CH:31][CH:30]=[CH:29][CH:28]=1)=[O:4])[C:6]([NH:8][CH:9]1[C:15](=[O:16])[N:14]([CH3:17])[C:13]2[CH:18]=[CH:19][CH:20]=[CH:21][C:12]=2[C:25]2[CH:24]=[CH:23][CH:22]=[CH:11][C:10]1=2)=[O:7], predict the reactants needed to synthesize it. The reactants are: [CH3:1][CH:2]([C:6]([NH:8][CH:9]1[C:15](=[O:16])[N:14]([CH3:17])[C:13]2[CH:18]=[CH:19][CH:20]=[CH:21][C:12]=2[C:11]2[CH:22]=[CH:23][CH:24]=[CH:25][C:10]1=2)=[O:7])[C:3](O)=[O:4].[NH2:26][C:27]1[CH:32]=[CH:31][CH:30]=[CH:29][CH:28]=1.[B-](F)(F)(F)F.CN(C(ON1C(=O)C=CC=C1)=[N+](C)C)C.CC#N. (2) Given the product [ClH:1].[CH2:41]([N:25]([CH2:23][CH3:24])[CH2:26][CH2:27][NH:28][C:29]([C:31]1[NH:32][C:33]2[C:38]([CH:39]=1)=[CH:37][C:36]([I:40])=[CH:35][CH:34]=2)=[O:30])[CH3:42], predict the reactants needed to synthesize it. The reactants are: [ClH:1].C(N(CC)CCNC(C1C=CC2C(=CC=C(I)C=2)C=1)=O)C.[CH2:23]([N:25]([CH2:41][CH3:42])[CH2:26][CH2:27][NH:28][C:29]([C:31]1[NH:32][C:33]2[C:38]([CH:39]=1)=[CH:37][C:36]([I:40])=[CH:35][CH:34]=2)=[O:30])[CH3:24].[K+].[Br-]. (3) The reactants are: [Cl:1][C:2]1[N:7]2[CH:8]=[C:9]([C:11]([O:13][CH2:14][CH3:15])=[O:12])[N:10]=[C:6]2[CH:5]=[C:4]([CH3:16])[C:3]=1[C:17]([O:19]C(C)(C)C)=[O:18]. Given the product [Cl:1][C:2]1[N:7]2[CH:8]=[C:9]([C:11]([O:13][CH2:14][CH3:15])=[O:12])[N:10]=[C:6]2[CH:5]=[C:4]([CH3:16])[C:3]=1[C:17]([OH:19])=[O:18], predict the reactants needed to synthesize it. (4) Given the product [I:15][C:5]1[CH:6]=[C:7]([CH:13]=[CH:14][C:4]=1[O:3][CH2:40]/[CH:39]=[CH:38]/[CH2:37][C:31]1[CH:36]=[CH:35][CH:34]=[CH:33][CH:32]=1)[C:8]([O:10][CH2:11][CH3:12])=[O:9], predict the reactants needed to synthesize it. The reactants are: [H-].[Na+].[OH:3][C:4]1[CH:14]=[CH:13][C:7]([C:8]([O:10][CH2:11][CH3:12])=[O:9])=[CH:6][C:5]=1[I:15].C1OCCOCCOCCOCCOC1.[C:31]1([CH2:37][CH:38]=[CH:39][CH2:40]Br)[CH:36]=[CH:35][CH:34]=[CH:33][CH:32]=1.Cl.